Dataset: Catalyst prediction with 721,799 reactions and 888 catalyst types from USPTO. Task: Predict which catalyst facilitates the given reaction. (1) Reactant: C(OC([NH:8][C@@H:9]1[CH2:18][C:17]2[C:12](=[CH:13][CH:14]=[CH:15][CH:16]=2)[N:11]([CH3:19])[C:10]1=[O:20])=O)(C)(C)C.[ClH:21]. Product: [ClH:21].[NH2:8][C@@H:9]1[CH2:18][C:17]2[C:12](=[CH:13][CH:14]=[CH:15][CH:16]=2)[N:11]([CH3:19])[C:10]1=[O:20]. The catalyst class is: 12. (2) Reactant: [CH3:1][O:2][C:3](=[O:48])[C@@H:4]([N:26](S(C1C=CC([N+]([O-])=O)=CC=1)(=O)=O)[C@H:27]([C:30]1[CH:35]=[CH:34][CH:33]=[CH:32][CH:31]=1)[CH2:28][CH3:29])[CH2:5][C:6]1[CH:25]=[CH:24][C:9]2[O:10][C@@H:11]([C:14]3[CH:19]=[CH:18][C:17]([O:20]C(=O)C)=[CH:16][CH:15]=3)[CH2:12][O:13][C:8]=2[CH:7]=1.SCC(O)=O.C1CCN2C(=NCCC2)CC1. Product: [CH3:1][O:2][C:3](=[O:48])[C@@H:4]([NH:26][C@H:27]([C:30]1[CH:31]=[CH:32][CH:33]=[CH:34][CH:35]=1)[CH2:28][CH3:29])[CH2:5][C:6]1[CH:25]=[CH:24][C:9]2[O:10][C@@H:11]([C:14]3[CH:15]=[CH:16][C:17]([OH:20])=[CH:18][CH:19]=3)[CH2:12][O:13][C:8]=2[CH:7]=1. The catalyst class is: 3. (3) Reactant: [CH:1]1[C:13]2[C:12](=O)[C:11]3[C:6](=[CH:7][CH:8]=[CH:9][CH:10]=3)[C:5]=2[C:4](C(Cl)=O)=[CH:3][CH:2]=1.C1C2C(C3C=CC(OCCO)=CC=3)(C3C=CC([O:35]CCO)=CC=3)C3C(=CC=CC=3)C=2C=CC=1.C(N(CC)CC)C. Product: [C:1]1(=[O:35])[C:13]2[C:5]([C:6]3[C:11]([CH:12]=2)=[CH:10][CH:9]=[CH:8][CH:7]=3)=[CH:4][CH:3]=[CH:2]1. The catalyst class is: 7. (4) Reactant: CO[C:3]([C:5]1[C:13]([NH:14][C:15]2[CH:20]=[CH:19][C:18]([Br:21])=[CH:17][C:16]=2[Cl:22])=[C:12]([Cl:23])[C:8]2[N:9]=CNC=2[CH:6]=1)=[O:4].[CH3:24][O:25]C(C1C(NC2C=CC(Br)=CC=2)=C(Cl)C2N=CNC=2C=1)=O.C1C(=O)[N:50](Cl)C(=O)C1.Cl.[C:55](=[O:58])(O)[O-].[Na+].OS([O-])=O.[Na+].[CH3:65][N:66]([CH:68]=O)[CH3:67]. Product: [OH:25][CH2:24][CH2:55][O:58][NH:50][C:3]([C:5]1[C:13]([NH:14][C:15]2[CH:20]=[CH:19][C:18]([Br:21])=[CH:17][C:16]=2[Cl:22])=[C:12]([Cl:23])[C:8]2[N:9]=[CH:68][N:66]([CH3:65])[C:67]=2[CH:6]=1)=[O:4]. The catalyst class is: 6.